This data is from Forward reaction prediction with 1.9M reactions from USPTO patents (1976-2016). The task is: Predict the product of the given reaction. Given the reactants [CH3:1][C:2]1([CH3:16])[C:6]([CH3:8])([CH3:7])[O:5][B:4]([C:9]2[CH:10]=[CH:11][C:12]([NH2:15])=[N:13][CH:14]=2)[O:3]1.[Br:17][CH2:18][C:19]([O:21][CH2:22][CH3:23])=[O:20], predict the reaction product. The product is: [BrH:17].[CH2:22]([O:21][C:19](=[O:20])[CH2:18][N:13]1[CH:14]=[C:9]([B:4]2[O:3][C:2]([CH3:16])([CH3:1])[C:6]([CH3:7])([CH3:8])[O:5]2)[CH:10]=[CH:11][C:12]1=[NH:15])[CH3:23].